From a dataset of Blood-brain barrier permeability classification from the B3DB database. Regression/Classification. Given a drug SMILES string, predict its absorption, distribution, metabolism, or excretion properties. Task type varies by dataset: regression for continuous measurements (e.g., permeability, clearance, half-life) or binary classification for categorical outcomes (e.g., BBB penetration, CYP inhibition). Dataset: b3db_classification. (1) The molecule is COCC(=O)O[C@@]1(CCN(C)CCCc2nc3ccccc3[nH]2)CCc2cc(F)ccc2[C@H]1C(C)C. The result is 0 (does not penetrate BBB). (2) The compound is CC(C)N1CCO[C@H](c2cccc(C(F)(F)F)c2)C1. The result is 1 (penetrates BBB). (3) The result is 0 (does not penetrate BBB). The molecule is CCC(NC(=O)c1c(Cn2ccnc2)c(-c2ccccc2)nc2ccccc12)c1ccccc1. (4) The drug is NC(CSCC(=O)O)C(=O)O. The result is 0 (does not penetrate BBB).